This data is from Catalyst prediction with 721,799 reactions and 888 catalyst types from USPTO. The task is: Predict which catalyst facilitates the given reaction. (1) Reactant: [N:1]1[CH:6]=[CH:5][CH:4]=[CH:3][C:2]=1[N:7]1[CH2:12][CH2:11][NH:10][CH2:9][CH2:8]1.C=O.[F:15][C:16]([F:27])([F:26])[C:17]1[CH:18]=[C:19]([CH:23]=[CH:24][CH:25]=1)[C:20]([NH2:22])=[O:21].[C:28](=O)([O-])[O-].[K+].[K+]. Product: [N:1]1[CH:6]=[CH:5][CH:4]=[CH:3][C:2]=1[N:7]1[CH2:8][CH2:9][N:10]([CH2:28][NH:22][C:20](=[O:21])[C:19]2[CH:23]=[CH:24][CH:25]=[C:17]([C:16]([F:26])([F:27])[F:15])[CH:18]=2)[CH2:11][CH2:12]1. The catalyst class is: 8. (2) Reactant: C([N-]C(C)C)(C)C.[Li+].[CH3:9][C:10]([CH3:28])([CH3:27])[CH2:11][C:12]1[O:13][C:14]2[CH:20]=[CH:19][C:18]([CH:21]([CH3:26])[C:22]([O:24][CH3:25])=[O:23])=[CH:17][C:15]=2[N:16]=1.C1C=CC(S(N(S(C2C=CC=CC=2)(=O)=O)[F:39])(=O)=O)=CC=1. Product: [CH3:9][C:10]([CH3:27])([CH3:28])[CH2:11][C:12]1[O:13][C:14]2[CH:20]=[CH:19][C:18]([C:21]([F:39])([CH3:26])[C:22]([O:24][CH3:25])=[O:23])=[CH:17][C:15]=2[N:16]=1. The catalyst class is: 7. (3) Product: [F:8][C:5]1[CH:6]=[CH:7][C:2]([NH:1][C:10](=[O:12])[CH3:11])=[C:3]([OH:9])[CH:4]=1. The catalyst class is: 1. Reactant: [NH2:1][C:2]1[CH:7]=[CH:6][C:5]([F:8])=[CH:4][C:3]=1[OH:9].[C:10](N1C=CN=C1)(=[O:12])[CH3:11].